Dataset: CYP2C9 substrate classification data from Carbon-Mangels et al.. Task: Regression/Classification. Given a drug SMILES string, predict its absorption, distribution, metabolism, or excretion properties. Task type varies by dataset: regression for continuous measurements (e.g., permeability, clearance, half-life) or binary classification for categorical outcomes (e.g., BBB penetration, CYP inhibition). Dataset: cyp2c9_substrate_carbonmangels. (1) The molecule is C=C(c1ccc(C(=O)O)cc1)c1cc2c(cc1C)C(C)(C)CCC2(C)C. The result is 0 (non-substrate). (2) The drug is Cc1nc(C)c2c(n1)N(Cc1ccc(-c3ccccc3-c3nnn[nH]3)cc1)C(=O)CC2. The result is 0 (non-substrate). (3) The molecule is Fc1ccc(C(c2ccc(F)cc2)N2CCN(C/C=C/c3ccccc3)CC2)cc1. The result is 1 (substrate). (4) The molecule is C[C@H]1O[C@@H](O[C@H]2[C@@H](O)C[C@H](O[C@H]3[C@@H](O)C[C@H](O[C@H]4CC[C@]5(C)[C@H]6CC[C@]7(C)[C@@H](C8=CC(=O)OC8)CC[C@]7(O)[C@@H]6CC[C@@H]5C4)O[C@@H]3C)O[C@@H]2C)C[C@H](O)[C@@H]1O. The result is 0 (non-substrate). (5) The compound is O[C@@H](c1cc(C(F)(F)F)nc2c(C(F)(F)F)cccc12)[C@H]1CCCCN1. The result is 0 (non-substrate).